Predict the reactants needed to synthesize the given product. From a dataset of Full USPTO retrosynthesis dataset with 1.9M reactions from patents (1976-2016). Given the product [F:59][C:57]1[CH:56]=[CH:55][C:53]2[N:54]=[C:50]([N:10]([CH3:2])[C@H:11]3[CH2:15][CH2:14][CH2:13][C@@H:12]3[NH:16][C:17](=[O:28])[C:18]3[C:19]([O:26][CH3:27])=[CH:20][CH:21]=[CH:22][C:23]=3[O:24][CH3:25])[S:51][C:52]=2[CH:58]=1, predict the reactants needed to synthesize it. The reactants are: S1C2C=CC=CC=2N=[C:2]1[NH:10][C@H:11]1[CH2:15][CH2:14][CH2:13][C@@H:12]1[NH:16][C:17](=[O:28])[C:18]1[C:23]([O:24][CH3:25])=[CH:22][CH:21]=[CH:20][C:19]=1[O:26][CH3:27].COC1C=CC=C(OC)C=1C(N[C@H]1CCC[C@@H]1NC)=O.Cl[C:50]1[S:51][C:52]2[CH:58]=[C:57]([F:59])[CH:56]=[CH:55][C:53]=2[N:54]=1.